This data is from Forward reaction prediction with 1.9M reactions from USPTO patents (1976-2016). The task is: Predict the product of the given reaction. (1) Given the reactants [Br:1][C:2]1[S:3][C:4]([C:7]#[N:8])=[CH:5][N:6]=1.[N-:9]=[N+:10]=[N-:11].[Na+].Cl, predict the reaction product. The product is: [Br:1][C:2]1[S:3][C:4]([C:7]2[N:9]=[N:10][NH:11][N:8]=2)=[CH:5][N:6]=1. (2) Given the reactants [Cl:1][C:2]1[CH:7]=[C:6]([Cl:8])[CH:5]=[CH:4][C:3]=1[C:9]1[N:10]=[C:11]([CH2:30][CH3:31])[C:12]([NH:17][C@@H:18]2[C:26]3[C:21](=[CH:22][CH:23]=[CH:24][CH:25]=3)[CH2:20][C@@H:19]2[O:27]CC)=[N:13][C:14]=1[CH2:15][CH3:16].Br[C:33]1N=C(C2CC2)C(N[C@@H]2C3C(=CC=CC=3)C[C@@H]2O)=NC=1CC, predict the reaction product. The product is: [CH:30]1([C:11]2[C:12]([NH:17][C@@H:18]3[C:26]4[C:21](=[CH:22][CH:23]=[CH:24][CH:25]=4)[CH2:20][C@@H:19]3[OH:27])=[N:13][C:14]([CH2:15][CH3:16])=[C:9]([C:3]3[CH:4]=[CH:5][C:6]([Cl:8])=[CH:7][C:2]=3[Cl:1])[N:10]=2)[CH2:33][CH2:31]1. (3) The product is: [Br:1][C:27]1[N:14]2[C:15](=[O:26])[N:16]([C:19]3[CH:20]=[CH:21][C:22]([F:25])=[CH:23][CH:24]=3)[CH:17]=[CH:18][C:13]2=[N:12][C:11]=1[CH2:10][Cl:9]. Given the reactants [Br:1]N1C(=O)CCC1=O.[Cl:9][CH2:10][C:11]1[N:12]=[C:13]2[CH:18]=[CH:17][N:16]([C:19]3[CH:24]=[CH:23][C:22]([F:25])=[CH:21][CH:20]=3)[C:15](=[O:26])[N:14]2[CH:27]=1.C(OOC(=O)C1C=CC=CC=1)(=O)C1C=CC=CC=1, predict the reaction product. (4) Given the reactants [O:1]=[C:2]1[N:7]([CH2:8][CH2:9][N:10]2[CH2:15][CH2:14][CH:13]([NH:16]C(=O)OC(C)(C)C)[CH2:12][CH2:11]2)[C:6]2[CH:24]=[CH:25][CH:26]=[CH:27][C:5]=2[O:4][CH2:3]1.NC1CCN(CCN2C3C(=CC=C(C#N)C=3)C=CC2=O)CC1, predict the reaction product. The product is: [NH2:16][CH:13]1[CH2:14][CH2:15][N:10]([CH2:9][CH2:8][N:7]2[C:6]3[CH:24]=[CH:25][CH:26]=[CH:27][C:5]=3[O:4][CH2:3][C:2]2=[O:1])[CH2:11][CH2:12]1. (5) Given the reactants [CH2:1]([N:8]1[C:12]([C:13]2[CH:18]=[CH:17][CH:16]=[CH:15][CH:14]=2)=[CH:11][CH:10]=[C:9]1[C:19]1[CH:20]=[C:21]2[C:26](=[CH:27][CH:28]=1)[CH:25]=[C:24]([OH:29])[CH:23]=[CH:22]2)[C:2]1[CH:7]=[CH:6][CH:5]=[CH:4][CH:3]=1.Br[CH2:31][C:32]#[N:33].C(=O)([O-])[O-].[Cs+].[Cs+], predict the reaction product. The product is: [CH2:1]([N:8]1[C:12]([C:13]2[CH:14]=[CH:15][CH:16]=[CH:17][CH:18]=2)=[CH:11][CH:10]=[C:9]1[C:19]1[CH:20]=[C:21]2[C:26](=[CH:27][CH:28]=1)[CH:25]=[C:24]([O:29][CH2:31][C:32]#[N:33])[CH:23]=[CH:22]2)[C:2]1[CH:3]=[CH:4][CH:5]=[CH:6][CH:7]=1. (6) Given the reactants C[O:2][C:3]1[CH:17]=[CH:16][C:6]2[C:7]([CH:10]([NH:12][C:13](=[O:15])[CH3:14])[CH3:11])=[N:8][O:9][C:5]=2[CH:4]=1.C(Cl)Cl.B(Br)(Br)Br.C(Cl)Cl.C(OCC)(=O)C, predict the reaction product. The product is: [OH:2][C:3]1[CH:17]=[CH:16][C:6]2[C:7]([CH:10]([NH:12][C:13](=[O:15])[CH3:14])[CH3:11])=[N:8][O:9][C:5]=2[CH:4]=1.